From a dataset of Reaction yield outcomes from USPTO patents with 853,638 reactions. Predict the reaction yield, written as a fraction of the theoretical maximum amount of product (1.0 means a 100% yield; for example, 0.34 means a 34% yield). The reactants are [O:1]=[C:2]1[CH:7]=[CH:6][N:5]([C:8]2[CH:13]=[CH:12][CH:11]=[C:10]([C:14]([F:17])([F:16])[F:15])[CH:9]=2)[N:4]=[C:3]1C(O)=O.C1C=CC(P([N:35]=[N+]=[N-])(C2C=CC=CC=2)=O)=CC=1.CCN(CC)CC.[OH-].[Na+]. The catalyst is C1(C)C=CC=CC=1.[Cl-].[Na+].O. The product is [NH2:35][C:3]1[C:2](=[O:1])[CH:7]=[CH:6][N:5]([C:8]2[CH:13]=[CH:12][CH:11]=[C:10]([C:14]([F:17])([F:16])[F:15])[CH:9]=2)[N:4]=1. The yield is 0.560.